Dataset: Full USPTO retrosynthesis dataset with 1.9M reactions from patents (1976-2016). Task: Predict the reactants needed to synthesize the given product. (1) Given the product [N+:14]([C:5]1[CH:4]=[CH:3][C:2]([N:17]2[CH:21]=[CH:20][CH:19]=[N:18]2)=[CH:7][C:6]=1[N:8]1[CH2:13][CH2:12][CH2:11][CH2:10][CH2:9]1)([O-:16])=[O:15], predict the reactants needed to synthesize it. The reactants are: F[C:2]1[CH:3]=[CH:4][C:5]([N+:14]([O-:16])=[O:15])=[C:6]([N:8]2[CH2:13][CH2:12][CH2:11][CH2:10][CH2:9]2)[CH:7]=1.[NH:17]1[CH:21]=[CH:20][CH:19]=[N:18]1.[OH-].[Na+]. (2) Given the product [CH3:13][O:12][C:8]1[CH:7]=[C:6]2[C:11](=[CH:10][CH:9]=1)[C:2]([C:28]1[CH:29]=[N:30][NH:31][CH:32]=1)=[N:3][C:4]([NH:14][C:15]1[CH:19]=[CH:18][NH:17][N:16]=1)=[CH:5]2, predict the reactants needed to synthesize it. The reactants are: Cl[C:2]1[C:11]2[C:6](=[CH:7][C:8]([O:12][CH3:13])=[CH:9][CH:10]=2)[CH:5]=[C:4]([NH:14][C:15]2[CH:19]=[CH:18][NH:17][N:16]=2)[N:3]=1.CC1(C)C(C)(C)OB([C:28]2[CH:29]=[N:30][NH:31][CH:32]=2)O1. (3) Given the product [NH:12]1[C:13]2[C:18](=[CH:17][CH:16]=[CH:15][CH:14]=2)[C:10]([C:8](=[O:9])[CH:35]([C:34]2[C:33]([F:45])=[CH:32][C:29]([C:30]#[N:31])=[CH:28][C:27]=2[F:26])[NH:36][C:37]2[CH:42]=[CH:41][CH:40]=[C:39]([O:43][CH3:44])[CH:38]=2)=[CH:11]1, predict the reactants needed to synthesize it. The reactants are: C(N(CC)CC)C.[CH:8]([C:10]1[C:18]2[C:13](=[CH:14][CH:15]=[CH:16][CH:17]=2)[N:12](C(OC(C)(C)C)=O)[CH:11]=1)=[O:9].[F:26][C:27]1[CH:28]=[C:29]([CH:32]=[C:33]([F:45])[C:34]=1[CH:35]=[N:36][C:37]1[CH:42]=[CH:41][CH:40]=[C:39]([O:43][CH3:44])[CH:38]=1)[C:30]#[N:31]. (4) Given the product [C:27]([O:30][CH2:31][C:32]1[C:33]([N:47]2[CH2:58][CH2:57][N:56]3[C:49](=[CH:50][C:51]4[CH2:52][C:53]([CH3:60])([CH3:59])[CH2:54][C:55]=43)[C:48]2=[O:61])=[N:34][CH:35]=[CH:36][C:37]=1[C:2]1[CH:3]=[C:4]([NH:10][C:11]2[CH:16]=[CH:15][C:14]([C:17]([N:19]3[C@@H:24]([CH3:25])[CH2:23][O:22][CH2:21][C@H:20]3[CH3:26])=[O:18])=[CH:13][N:12]=2)[C:5](=[O:9])[N:6]([CH3:8])[N:7]=1)(=[O:29])[CH3:28], predict the reactants needed to synthesize it. The reactants are: Cl[C:2]1[CH:3]=[C:4]([NH:10][C:11]2[CH:16]=[CH:15][C:14]([C:17]([N:19]3[C@@H:24]([CH3:25])[CH2:23][O:22][CH2:21][C@H:20]3[CH3:26])=[O:18])=[CH:13][N:12]=2)[C:5](=[O:9])[N:6]([CH3:8])[N:7]=1.[C:27]([O:30][CH2:31][C:32]1[C:33]([N:47]2[CH2:58][CH2:57][N:56]3[C:49](=[CH:50][C:51]4[CH2:52][C:53]([CH3:60])([CH3:59])[CH2:54][C:55]=43)[C:48]2=[O:61])=[N:34][CH:35]=[CH:36][C:37]=1B1OC(C)(C)C(C)(C)O1)(=[O:29])[CH3:28].[O-]P([O-])([O-])=O.[K+].[K+].[K+].C([O-])(=O)C.[Na+].